This data is from Catalyst prediction with 721,799 reactions and 888 catalyst types from USPTO. The task is: Predict which catalyst facilitates the given reaction. Reactant: [CH2:1]([C:3]1(C(OCC)=O)[CH2:8][CH2:7][CH2:6][C:5]([CH3:10])([CH3:9])[C:4]1=[O:11])[CH3:2].[OH-].[K+]. Product: [CH2:1]([CH:3]1[C:4](=[O:11])[C:5]([CH3:9])([CH3:10])[CH2:6][CH2:7][CH2:8]1)[CH3:2]. The catalyst class is: 24.